Dataset: Forward reaction prediction with 1.9M reactions from USPTO patents (1976-2016). Task: Predict the product of the given reaction. (1) Given the reactants [CH3:1][N:2]([CH3:39])[C:3]([C:5]1[N:6]([C:31]2[CH:36]=[CH:35][C:34]([O:37][CH3:38])=[CH:33][CH:32]=2)[C:7]([C:22]([N:24]2[CH2:29][CH2:28][N:27]([CH3:30])[CH2:26][CH2:25]2)=[O:23])=[C:8]([C:16]([CH3:21])([CH3:20])[C:17]([O-:19])=[O:18])[C:9]=1[C:10]([CH3:15])([CH3:14])[C:11]([O-:13])=[O:12])=[O:4].[ClH:40].O1CCOCC1, predict the reaction product. The product is: [ClH:40].[CH3:39][N:2]([CH3:1])[C:3]([C:5]1[N:6]([C:31]2[CH:36]=[CH:35][C:34]([O:37][CH3:38])=[CH:33][CH:32]=2)[C:7]([C:22]([N:24]2[CH2:29][CH2:28][N:27]([CH3:30])[CH2:26][CH2:25]2)=[O:23])=[C:8]([C:16]([CH3:21])([CH3:20])[C:17]([OH:19])=[O:18])[C:9]=1[C:10]([CH3:15])([CH3:14])[C:11]([OH:13])=[O:12])=[O:4]. (2) Given the reactants [CH3:1][N:2]1[CH2:7][CH2:6][N:5]([C:8]2[CH:13]=[CH:12][C:11]([NH:14][C:15]3[N:20]=[C:19]([NH:21][C:22]4[CH:23]=[C:24]([CH2:28][C:29]#[N:30])[CH:25]=[CH:26][CH:27]=4)[CH:18]=[CH:17][N:16]=3)=[CH:10][C:9]=2[C:31]([F:34])([F:33])[F:32])[CH2:4][CH2:3]1.[ClH:35], predict the reaction product. The product is: [ClH:35].[CH3:1][N:2]1[CH2:7][CH2:6][N:5]([C:8]2[CH:13]=[CH:12][C:11]([NH:14][C:15]3[N:20]=[C:19]([NH:21][C:22]4[CH:23]=[C:24]([CH2:28][C:29]#[N:30])[CH:25]=[CH:26][CH:27]=4)[CH:18]=[CH:17][N:16]=3)=[CH:10][C:9]=2[C:31]([F:33])([F:34])[F:32])[CH2:4][CH2:3]1. (3) Given the reactants [NH2:1][C:2]1[C:11]([OH:12])=[CH:10][CH:9]=[CH:8][C:3]=1[C:4]([O:6][CH3:7])=[O:5].[F:13][C:14]([F:25])([F:24])[C:15]1[CH:23]=[CH:22][CH:21]=[CH:20][C:16]=1[C:17](O)=O, predict the reaction product. The product is: [F:13][C:14]([F:24])([F:25])[C:15]1[CH:23]=[CH:22][CH:21]=[CH:20][C:16]=1[C:17]1[O:12][C:11]2[C:2](=[C:3]([C:4]([O:6][CH3:7])=[O:5])[CH:8]=[CH:9][CH:10]=2)[N:1]=1. (4) Given the reactants Cl.[CH3:2][C:3]1[C:4]([N:10]2[CH2:15][CH2:14][NH:13][CH2:12][CH2:11]2)=[N:5][CH:6]=[C:7]([CH3:9])[CH:8]=1.[Br:16][C:17]1[CH:18]=[N:19][C:20]([C:23](O)=[O:24])=[N:21][CH:22]=1, predict the reaction product. The product is: [Br:16][C:17]1[CH:18]=[N:19][C:20]([C:23]([N:13]2[CH2:12][CH2:11][N:10]([C:4]3[C:3]([CH3:2])=[CH:8][C:7]([CH3:9])=[CH:6][N:5]=3)[CH2:15][CH2:14]2)=[O:24])=[N:21][CH:22]=1.